This data is from Orexin1 receptor HTS with 218,158 compounds and 233 confirmed actives. The task is: Binary Classification. Given a drug SMILES string, predict its activity (active/inactive) in a high-throughput screening assay against a specified biological target. (1) The molecule is s1cc(C#Cc2cc3c(cc(oc3=O)C(O)(C)C)cc2)cc1. The result is 1 (active). (2) The drug is Fc1c(n2ncc3C(NC(=O)c4cc(OC)c(OC)c(OC)c4)CCCc23)cccc1. The result is 0 (inactive). (3) The molecule is S(CC(=O)c1cc2OCCOc2cc1)c1n2c(nn1)cccc2. The result is 0 (inactive). (4) The compound is O(C(=O)C(NC(=O)CCC(=O)c1ccc(OC)cc1)Cc1ccccc1)CC. The result is 0 (inactive).